Dataset: Reaction yield outcomes from USPTO patents with 853,638 reactions. Task: Predict the reaction yield, written as a fraction of the theoretical maximum amount of product (1.0 means a 100% yield; for example, 0.34 means a 34% yield). (1) The reactants are Cl[C:2]1[CH:11]=[C:10]([C:12]#[N:13])[C:5]([C:6]([O:8][CH3:9])=[O:7])=[C:4]([NH:14][C:15]2[CH:20]=[CH:19][CH:18]=[C:17]([S:21]([CH3:24])(=[O:23])=[O:22])[CH:16]=2)[N:3]=1.[NH2:25][C@H:26]([CH2:30][CH:31]([CH3:33])[CH3:32])[C:27]([NH2:29])=[O:28].CCN(CC)CC.C([O-])(O)=O.[Na+]. The catalyst is CN(C=O)C. The product is [NH2:29][C:27](=[O:28])[C@H:26]([NH:25][C:2]1[CH:11]=[C:10]([C:12]#[N:13])[C:5]([C:6]([O:8][CH3:9])=[O:7])=[C:4]([NH:14][C:15]2[CH:20]=[CH:19][CH:18]=[C:17]([S:21]([CH3:24])(=[O:23])=[O:22])[CH:16]=2)[N:3]=1)[CH2:30][CH:31]([CH3:33])[CH3:32]. The yield is 0.500. (2) The reactants are C(N(CC)CC)C.Cl.[Cl:9][C:10]1[CH:15]=[C:14]([F:16])[CH:13]=[CH:12][C:11]=1[NH:17][NH2:18].[C:19](O[C:19]([O:21][C:22]([CH3:25])([CH3:24])[CH3:23])=[O:20])([O:21][C:22]([CH3:25])([CH3:24])[CH3:23])=[O:20]. The catalyst is CO. The product is [C:22]([O:21][C:19]([NH:18][NH:17][C:11]1[CH:12]=[CH:13][C:14]([F:16])=[CH:15][C:10]=1[Cl:9])=[O:20])([CH3:25])([CH3:24])[CH3:23]. The yield is 0.750. (3) The reactants are [NH2:1][C:2]1[C:7]([C:8]([C:10]2[CH:15]=[C:14]([F:16])[CH:13]=[CH:12][C:11]=2[O:17][CH3:18])=[O:9])=[CH:6][N:5]=[C:4]([NH:19][CH:20]2[CH2:25][CH2:24][NH:23][CH2:22][CH2:21]2)[N:3]=1.[CH2:26]1[CH2:33][O:32][S:29](=[O:31])(=[O:30])[CH2:28][CH2:27]1.C(N(CC)CC)C. The catalyst is O1CCCC1. The product is [NH2:1][C:2]1[C:7]([C:8]([C:10]2[CH:15]=[C:14]([F:16])[CH:13]=[CH:12][C:11]=2[O:17][CH3:18])=[O:9])=[CH:6][N:5]=[C:4]([NH:19][CH:20]2[CH2:21][CH2:22][N:23]([S:29]([CH2:28][CH2:27][CH2:26][CH2:33][OH:32])(=[O:31])=[O:30])[CH2:24][CH2:25]2)[N:3]=1. The yield is 0.860.